From a dataset of Reaction yield outcomes from USPTO patents with 853,638 reactions. Predict the reaction yield, written as a fraction of the theoretical maximum amount of product (1.0 means a 100% yield; for example, 0.34 means a 34% yield). (1) The reactants are [Cl:1][C:2]1[CH:15]=[C:14]([N+:16]([O-])=O)[CH:13]=[CH:12][C:3]=1[O:4][CH2:5][C:6]1[CH:11]=[CH:10][CH:9]=[CH:8][N:7]=1. The catalyst is CO.[Pt]. The product is [Cl:1][C:2]1[CH:15]=[C:14]([NH2:16])[CH:13]=[CH:12][C:3]=1[O:4][CH2:5][C:6]1[CH:11]=[CH:10][CH:9]=[CH:8][N:7]=1. The yield is 0.800. (2) The product is [C:37]([NH:36][CH:33]1[CH2:34][CH2:35][N:31]([CH2:30][CH2:29][NH:28][C:24]([C:23]2[CH:22]=[C:21]([CH3:27])[NH:20][C:19]=2/[CH:18]=[C:10]2\[C:11](=[O:17])[NH:12][C:13]3[C:9]\2=[C:8]([C:4]2[CH:5]=[CH:6][CH:7]=[C:2]([F:1])[CH:3]=2)[CH:16]=[CH:15][CH:14]=3)=[O:25])[CH2:32]1)(=[O:39])[CH3:38]. The catalyst is C1COCC1.CN(C=O)C. The reactants are [F:1][C:2]1[CH:3]=[C:4]([C:8]2[CH:16]=[CH:15][CH:14]=[C:13]3[C:9]=2/[C:10](=[CH:18]/[C:19]2[NH:20][C:21]([CH3:27])=[CH:22][C:23]=2[C:24](O)=[O:25])/[C:11](=[O:17])[NH:12]3)[CH:5]=[CH:6][CH:7]=1.[NH2:28][CH2:29][CH2:30][N:31]1[CH2:35][CH2:34][CH:33]([NH:36][C:37](=[O:39])[CH3:38])[CH2:32]1.C1C=CC2N(O)N=NC=2C=1.C(Cl)CCl. The yield is 0.780. (3) The reactants are C1C=CC(P(C2C=CC=CC=2)C2C=CC=CC=2)=CC=1.[F:20][C:21]([F:30])([F:29])[C:22]1[CH:23]=[CH:24][C:25]([OH:28])=[N:26][CH:27]=1.[CH:31]1[CH:36]=[CH:35][C:34]([CH2:37]OC(/N=N/C(O[CH2:37][C:34]2[CH:35]=[CH:36][CH:31]=[CH:32][CH:33]=2)=O)=O)=[CH:33][CH:32]=1.[Cl:53][C:54]1[CH:55]=[C:56]([CH:61]2[CH2:65][NH:64][CH2:63][CH:62]2[CH:66](O)[CH3:67])[CH:57]=[CH:58][C:59]=1[Cl:60]. The catalyst is C1COCC1. The product is [CH2:37]([N:64]1[CH2:65][CH:61]([C:56]2[CH:57]=[CH:58][C:59]([Cl:60])=[C:54]([Cl:53])[CH:55]=2)[CH:62]([CH:66]([O:28][C:25]2[CH:24]=[CH:23][C:22]([C:21]([F:20])([F:29])[F:30])=[CH:27][N:26]=2)[CH3:67])[CH2:63]1)[C:34]1[CH:35]=[CH:36][CH:31]=[CH:32][CH:33]=1. The yield is 0.780. (4) The reactants are [C:1]([C:3]1[N:4](C(OC(C)(C)C)=O)[C:5]([C:8]2[CH:9]=[C:10]3[C:14](=[C:15]([F:17])[CH:16]=2)[NH:13][C:12](=[O:18])[C:11]3([CH3:20])[CH3:19])=[CH:6][CH:7]=1)#[N:2]. The catalyst is CC(N(C)C)=O.C(OCC)(=O)C. The product is [F:17][C:15]1[CH:16]=[C:8]([C:5]2[NH:4][C:3]([C:1]#[N:2])=[CH:7][CH:6]=2)[CH:9]=[C:10]2[C:14]=1[NH:13][C:12](=[O:18])[C:11]2([CH3:20])[CH3:19]. The yield is 0.910. (5) The reactants are [CH2:1]([O:3][C:4]([C:6]1[N:7]([C:16]2[CH:21]=[CH:20][C:19]([CH:22]=O)=[CH:18][CH:17]=2)[C:8]2[C:13]([C:14]=1[Cl:15])=[CH:12][CH:11]=[CH:10][CH:9]=2)=[O:5])[CH3:2].C(O)C.Cl.[NH2:28][OH:29].C(N(CC)CC)C. No catalyst specified. The product is [CH2:1]([O:3][C:4]([C:6]1[N:7]([C:16]2[CH:21]=[CH:20][C:19]([CH:22]=[N:28][OH:29])=[CH:18][CH:17]=2)[C:8]2[C:13]([C:14]=1[Cl:15])=[CH:12][CH:11]=[CH:10][CH:9]=2)=[O:5])[CH3:2]. The yield is 0.720. (6) The catalyst is CN(C=O)C. The yield is 0.920. The product is [Cl:1][C:2]1[CH:10]=[CH:9][C:5]([C:6]([O:8][CH3:12])=[O:7])=[C:4]([OH:11])[CH:3]=1. The reactants are [Cl:1][C:2]1[CH:3]=[C:4]([OH:11])[C:5](=[CH:9][CH:10]=1)[C:6]([OH:8])=[O:7].[C:12]([O-])([O-])=O.[Cs+].[Cs+].CI. (7) The reactants are [Br:1][C:2]1[N:7]=[C:6]([NH:8][C:9]2[CH:10]=[C:11]3[C:15](=[CH:16][CH:17]=2)[NH:14][CH:13]=[CH:12]3)[C:5]([NH2:18])=[N:4][CH:3]=1.[C:19](N1C=CN=C1)(N1C=CN=C1)=[O:20]. The catalyst is C1COCC1. The product is [Br:1][C:2]1[N:7]=[C:6]2[N:8]([C:9]3[CH:10]=[C:11]4[C:15](=[CH:16][CH:17]=3)[NH:14][CH:13]=[CH:12]4)[C:19](=[O:20])[NH:18][C:5]2=[N:4][CH:3]=1. The yield is 0.410. (8) The reactants are [Br:1][C:2]1[CH:7]=[CH:6][C:5]([C:8]2(O)[CH2:13][CH2:12][NH:11][CH2:10][CH2:9]2)=[CH:4][CH:3]=1.[Cl-:15].[Al+3].[Cl-].[Cl-]. The catalyst is ClC1C=CC=CC=1. The product is [Br:1][C:2]1[CH:7]=[CH:6][C:5]([C:8]2([C:2]3[CH:7]=[CH:6][C:5]([Cl:15])=[CH:4][CH:3]=3)[CH2:13][CH2:12][NH:11][CH2:10][CH2:9]2)=[CH:4][CH:3]=1. The yield is 0.920. (9) No catalyst specified. The product is [CH2:6]([C:11]1[CH:15]=[CH:14][O:13][CH:12]=1)[CH2:7][CH2:8][CH3:9]. The reactants are C([Li])(C)(C)C.[CH3:6][CH2:7][CH2:8][CH2:9]C.[CH3:11][CH2:12][O:13][CH2:14][CH3:15]. The yield is 1.00. (10) The reactants are [CH2:1]([C:3]1[C:8](=[O:9])[NH:7][C:6]([CH3:10])=[C:5]([C:11]2[S:15][C:14]([S:16](Cl)(=[O:18])=[O:17])=[CH:13][CH:12]=2)[CH:4]=1)[CH3:2].[CH3:20][N:21]1[CH2:26][CH2:25][NH:24][CH2:23][CH2:22]1. No catalyst specified. The product is [CH2:1]([C:3]1[C:8](=[O:9])[NH:7][C:6]([CH3:10])=[C:5]([C:11]2[S:15][C:14]([S:16]([N:24]3[CH2:25][CH2:26][N:21]([CH3:20])[CH2:22][CH2:23]3)(=[O:18])=[O:17])=[CH:13][CH:12]=2)[CH:4]=1)[CH3:2]. The yield is 0.633.